Dataset: Full USPTO retrosynthesis dataset with 1.9M reactions from patents (1976-2016). Task: Predict the reactants needed to synthesize the given product. Given the product [C:12]1([S:18]([N:1]2[C:9]3[CH:8]=[CH:7][N:6]=[CH:5][C:4]=3[CH:3]=[CH:2]2)(=[O:20])=[O:19])[CH:17]=[CH:16][CH:15]=[CH:14][CH:13]=1, predict the reactants needed to synthesize it. The reactants are: [NH:1]1[C:9]2[CH:8]=[CH:7][N:6]=[CH:5][C:4]=2[CH:3]=[CH:2]1.[H-].[Na+].[C:12]1([S:18](Cl)(=[O:20])=[O:19])[CH:17]=[CH:16][CH:15]=[CH:14][CH:13]=1.